Dataset: Forward reaction prediction with 1.9M reactions from USPTO patents (1976-2016). Task: Predict the product of the given reaction. (1) Given the reactants [Cl:1][C:2]1[CH:7]=[CH:6][C:5]([C:8]2[N:12]([CH2:13][C:14]3[CH:19]=[CH:18][C:17](CCC(O)=O)=[CH:16][CH:15]=3)[C:11]3[CH:25]=[C:26]([F:30])[C:27]([F:29])=[CH:28][C:10]=3[N:9]=2)=[C:4]([O:31][CH2:32]C2CCCC2)[CH:3]=1.ClC1C=CC(C2N(CC3C=C(C=CC=3)C(O)=O)C3C=C(F)C(F)=CC=3N=2)=C(OCC2CCCC2)C=1.[CH3:73][O:74][C:75](=[O:86])[CH2:76][O:77]C1C=CC(CBr)=CC=1, predict the reaction product. The product is: [CH3:73][O:74][C:75](=[O:86])[CH2:76][O:77][C:17]1[CH:18]=[CH:19][C:14]([CH2:13][N:12]2[C:11]3[CH:25]=[C:26]([F:30])[C:27]([F:29])=[CH:28][C:10]=3[N:9]=[C:8]2[C:5]2[CH:6]=[CH:7][C:2]([Cl:1])=[CH:3][C:4]=2[O:31][CH3:32])=[CH:15][CH:16]=1. (2) Given the reactants [Cl:1][C:2]1[CH:3]=[C:4]([N:10]2[C:14]([CH3:15])=[C:13]([CH2:16][C:17]3[CH:30]=[CH:29][C:20]([C:21]([NH:23][CH2:24][C:25]([OH:28])([CH3:27])[CH3:26])=[O:22])=[CH:19][CH:18]=3)[C:12]([CH3:31])=[N:11]2)[CH:5]=[CH:6][C:7]=1[C:8]#[N:9].O.[C:33]1([CH3:43])[CH:38]=[CH:37][C:36]([S:39]([OH:42])(=[O:41])=[O:40])=[CH:35][CH:34]=1.C(OCC)(=O)C, predict the reaction product. The product is: [C:33]1([CH3:43])[CH:34]=[CH:35][C:36]([S:39]([OH:42])(=[O:40])=[O:41])=[CH:37][CH:38]=1.[Cl:1][C:2]1[CH:3]=[C:4]([N:10]2[C:14]([CH3:15])=[C:13]([CH2:16][C:17]3[CH:30]=[CH:29][C:20]([C:21]([NH:23][CH2:24][C:25]([OH:28])([CH3:27])[CH3:26])=[O:22])=[CH:19][CH:18]=3)[C:12]([CH3:31])=[N:11]2)[CH:5]=[CH:6][C:7]=1[C:8]#[N:9]. (3) Given the reactants [Br:1][C:2]1[N:3]=[CH:4][C:5]([NH2:8])=[N:6][CH:7]=1.[CH2:9](OC(OCC)CBr)[CH3:10].Br.[OH-].[Na+], predict the reaction product. The product is: [Br:1][C:2]1[N:3]=[CH:4][C:5]2[N:6]([CH:9]=[CH:10][N:8]=2)[CH:7]=1. (4) Given the reactants C1(C)C=CC(S(O)(=O)=O)=CC=1.CO[CH:14](OC)[C:15]1[CH:20]=[CH:19][C:18]([O:21][CH3:22])=[CH:17][CH:16]=1.[OH:25][CH2:26][CH2:27][C@H:28]([OH:40])[CH2:29][CH2:30][CH2:31][CH2:32][CH2:33][CH2:34][CH2:35][CH2:36][CH2:37][CH2:38][CH3:39].C(OCC)(=O)C, predict the reaction product. The product is: [CH3:22][O:21][C:18]1[CH:19]=[CH:20][C:15]([CH:14]2[O:40][C@H:28]([CH2:29][CH2:30][CH2:31][CH2:32][CH2:33][CH2:34][CH2:35][CH2:36][CH2:37][CH2:38][CH3:39])[CH2:27][CH2:26][O:25]2)=[CH:16][CH:17]=1.